Dataset: Catalyst prediction with 721,799 reactions and 888 catalyst types from USPTO. Task: Predict which catalyst facilitates the given reaction. (1) Reactant: [O:1]=[C:2]1[N:6]([CH2:7][CH2:8][C:9]([NH:11][C@H:12]([B:30]2[O:34][CH:33]3[CH2:35][CH:36]4[CH2:39][CH:38]([C:32]3([CH3:42])[O:31]2)[C:37]4([CH3:41])[CH3:40])[CH2:13][C:14]2[C:22]3[C:17](=[CH:18][CH:19]=[CH:20][CH:21]=3)[N:16](C(OC(C)(C)C)=O)[CH:15]=2)=[O:10])[C:5]2[CH:43]=[CH:44][CH:45]=[CH:46][C:4]=2[S:3]1.[ClH:47]. Product: [ClH:47].[NH:16]1[C:17]2[C:22](=[CH:21][CH:20]=[CH:19][CH:18]=2)[C:14]([CH2:13][C@H:12]([NH:11][C:9](=[O:10])[CH2:8][CH2:7][N:6]2[C:5]3[CH:43]=[CH:44][CH:45]=[CH:46][C:4]=3[S:3][C:2]2=[O:1])[B:30]2[O:34][CH:33]3[CH2:35][CH:36]4[CH2:39][CH:38]([C:32]3([CH3:42])[O:31]2)[C:37]4([CH3:40])[CH3:41])=[CH:15]1. The catalyst class is: 269. (2) Reactant: O=[C:2]([C:30]1[CH:35]=[CH:34][CH:33]=[CH:32][CH:31]=1)[CH2:3][NH:4][C:5]([C:7]1[CH:29]=[N:28][C:10]2[O:11][CH2:12][CH2:13][N:14]([S:15]([C:18]3[CH:23]=[CH:22][C:21]([C:24]([F:27])([F:26])[F:25])=[CH:20][CH:19]=3)(=[O:17])=[O:16])[C:9]=2[CH:8]=1)=O.C([O-])(=O)C.[NH4+:40].C([O-])(O)=O.[Na+]. Product: [C:30]1([C:2]2[NH:40][C:5]([C:7]3[CH:29]=[N:28][C:10]4[O:11][CH2:12][CH2:13][N:14]([S:15]([C:18]5[CH:19]=[CH:20][C:21]([C:24]([F:25])([F:27])[F:26])=[CH:22][CH:23]=5)(=[O:17])=[O:16])[C:9]=4[CH:8]=3)=[N:4][CH:3]=2)[CH:35]=[CH:34][CH:33]=[CH:32][CH:31]=1. The catalyst class is: 3. (3) Reactant: Br[C:2]1[CH:3]=[CH:4][C:5]([F:10])=[C:6]([CH:9]=1)[C:7]#[N:8].[C:11]1(B(O)O)[CH:16]=[CH:15][CH:14]=[CH:13][CH:12]=1.C([O-])([O-])=O.[Cs+].[Cs+].O. Product: [F:10][C:5]1[CH:4]=[CH:3][C:2]([C:11]2[CH:16]=[CH:15][CH:14]=[CH:13][CH:12]=2)=[CH:9][C:6]=1[C:7]#[N:8]. The catalyst class is: 11.